From a dataset of Reaction yield outcomes from USPTO patents with 853,638 reactions. Predict the reaction yield, written as a fraction of the theoretical maximum amount of product (1.0 means a 100% yield; for example, 0.34 means a 34% yield). (1) The reactants are C([O:3][C:4](=[O:19])[CH:5]([O:16][CH2:17][CH3:18])[CH2:6][C:7]1[CH:8]=[C:9]2[C:13](=[CH:14][CH:15]=1)[NH:12][CH:11]=[CH:10]2)C.Cl[CH2:21][C:22]1[N:23]=[C:24]([C:28]2[CH:33]=[CH:32][CH:31]=[C:30]([Cl:34])[CH:29]=2)[O:25][C:26]=1[CH3:27]. No catalyst specified. The product is [Cl:34][C:30]1[CH:29]=[C:28]([C:24]2[O:25][C:26]([CH3:27])=[C:22]([CH2:21][N:12]3[C:13]4[C:9](=[CH:8][C:7]([CH2:6][CH:5]([O:16][CH2:17][CH3:18])[C:4]([OH:3])=[O:19])=[CH:15][CH:14]=4)[CH:10]=[CH:11]3)[N:23]=2)[CH:33]=[CH:32][CH:31]=1. The yield is 0.210. (2) The reactants are [CH3:1][CH2:2][C:3]1[CH:4]=[CH:5][CH:6]=[C:7]2[C:11]3[CH2:12][CH2:13][O:14][C:15]([CH2:18][C:19](O)=[O:20])([CH2:16][CH3:17])[C:10]=3[NH:9][C:8]=12.[H-].[H-].[H-].[H-].[Li+].[Al+3]. The catalyst is C1COCC1. The product is [CH2:16]([C:15]1([CH2:18][CH2:19][OH:20])[C:10]2[NH:9][C:8]3[C:7]([C:11]=2[CH2:12][CH2:13][O:14]1)=[CH:6][CH:5]=[CH:4][C:3]=3[CH2:2][CH3:1])[CH3:17]. The yield is 0.980. (3) The yield is 0.450. The reactants are [F:1][C:2]1[CH:11]=[C:10]([F:12])[CH:9]=[C:8]2[C:3]=1[CH:4]=[CH:5][C:6](=[O:13])[NH:7]2.[H-].[Na+].[CH2:16](I)[CH:17]=[CH2:18].O. The catalyst is CN(C=O)C. The product is [F:1][C:2]1[CH:11]=[C:10]([F:12])[CH:9]=[C:8]2[C:3]=1[CH:4]=[CH:5][C:6](=[O:13])[N:7]2[CH2:18][CH:17]=[CH2:16]. (4) The reactants are [NH2:1][C:2]1[C:3]([NH:10][C:11]2[CH:16]=[CH:15][C:14]([I:17])=[CH:13][C:12]=2[F:18])=[CH:4][C:5](=[O:9])[N:6]([CH3:8])[CH:7]=1.[CH:19]1([S:22](Cl)(=[O:24])=[O:23])[CH2:21][CH2:20]1.Cl. The catalyst is N1C=CC=CC=1. The product is [F:18][C:12]1[CH:13]=[C:14]([I:17])[CH:15]=[CH:16][C:11]=1[NH:10][C:3]1[C:2]([NH:1][S:22]([CH:19]2[CH2:21][CH2:20]2)(=[O:24])=[O:23])=[CH:7][N:6]([CH3:8])[C:5](=[O:9])[CH:4]=1. The yield is 0.790. (5) The reactants are Cl[C:2]1[C:3]([NH:8][S:9]([C:12]2[CH:17]=[CH:16][CH:15]=[CH:14][C:13]=2[C:18]([F:21])([F:20])[F:19])(=[O:11])=[O:10])=[N:4][CH:5]=[CH:6][N:7]=1.[C:22]([C:25]1[CH:30]=[CH:29][C:28](B(O)O)=[CH:27][CH:26]=1)([OH:24])=[O:23]. No catalyst specified. The product is [F:19][C:18]([F:21])([F:20])[C:13]1[CH:14]=[CH:15][CH:16]=[CH:17][C:12]=1[S:9]([NH:8][C:3]1[C:2]([C:28]2[CH:29]=[CH:30][C:25]([C:22]([OH:24])=[O:23])=[CH:26][CH:27]=2)=[N:7][CH:6]=[CH:5][N:4]=1)(=[O:11])=[O:10]. The yield is 0.800.